This data is from Full USPTO retrosynthesis dataset with 1.9M reactions from patents (1976-2016). The task is: Predict the reactants needed to synthesize the given product. Given the product [C:1]1(=[O:40])[C:13]2[C:5]([C:6]3[C:11]([CH:12]=2)=[CH:10][CH:9]=[CH:8][CH:7]=3)=[CH:4][CH:3]=[CH:2]1, predict the reactants needed to synthesize it. The reactants are: [CH:1]1[C:13]2[C:12](=O)[C:11]3[C:6](=[CH:7][CH:8]=[CH:9][CH:10]=3)[C:5]=2[C:4](C(Cl)=O)=[CH:3][CH:2]=1.S(C1C=CC(S)=CC=1)C1C=CC(S)=CC=1.C(N(CC)CC)C.[O:40]1CCCC1.